Dataset: Forward reaction prediction with 1.9M reactions from USPTO patents (1976-2016). Task: Predict the product of the given reaction. (1) Given the reactants [C:1]([O:5][C:6]([N:8]1[CH2:13][CH2:12][N:11]([CH2:14][C:15]2[CH:16]=[C:17](B(O)O)[C:18]([F:21])=[N:19][CH:20]=2)[CH2:10][CH2:9]1)=[O:7])([CH3:4])([CH3:3])[CH3:2].Cl[C:26]1[N:34]=[C:33]([CH3:35])[N:32]=[C:31]2[C:27]=1[N:28]=[CH:29][N:30]2[CH:36]1[CH2:41][CH2:40][CH2:39][CH2:38][O:37]1.C([O-])(=O)C.[K+].C(O)C.O, predict the reaction product. The product is: [F:21][C:18]1[N:19]=[CH:20][C:15]([CH2:14][N:11]2[CH2:12][CH2:13][N:8]([C:6]([O:5][C:1]([CH3:4])([CH3:3])[CH3:2])=[O:7])[CH2:9][CH2:10]2)=[CH:16][C:17]=1[C:26]1[N:34]=[C:33]([CH3:35])[N:32]=[C:31]2[C:27]=1[N:28]=[CH:29][N:30]2[CH:36]1[CH2:41][CH2:40][CH2:39][CH2:38][O:37]1. (2) Given the reactants O=[CH:2][CH2:3][O:4][C:5]1([C:18]([O:20][CH3:21])=[O:19])[CH2:10][CH2:9][N:8]([C:11]([O:13][C:14]([CH3:17])([CH3:16])[CH3:15])=[O:12])[CH2:7][CH2:6]1.[CH2:22]([NH:29][CH2:30][C:31]1[CH:36]=[CH:35][CH:34]=[CH:33][CH:32]=1)[C:23]1[CH:28]=[CH:27][CH:26]=[CH:25][CH:24]=1.C(O[BH-](OC(=O)C)OC(=O)C)(=O)C.[Na+], predict the reaction product. The product is: [CH2:30]([N:29]([CH2:22][C:23]1[CH:28]=[CH:27][CH:26]=[CH:25][CH:24]=1)[CH2:2][CH2:3][O:4][C:5]1([C:18]([O:20][CH3:21])=[O:19])[CH2:10][CH2:9][N:8]([C:11]([O:13][C:14]([CH3:17])([CH3:15])[CH3:16])=[O:12])[CH2:7][CH2:6]1)[C:31]1[CH:36]=[CH:35][CH:34]=[CH:33][CH:32]=1. (3) The product is: [C:1]([O:5][C:6]([N:8]1[CH2:13][CH2:12][N:11]([C:14]2[N:19]=[C:18]([C:20]3[CH:25]=[CH:24][N:23]=[C:22]([NH:26][CH:27]4[CH2:32][CH2:31][CH2:30][CH2:29][CH2:28]4)[CH:21]=3)[CH:17]=[C:16]([CH2:33][N:35]=[N+:36]=[N-:37])[CH:15]=2)[CH2:10][CH2:9]1)=[O:7])([CH3:4])([CH3:3])[CH3:2]. Given the reactants [C:1]([O:5][C:6]([N:8]1[CH2:13][CH2:12][N:11]([C:14]2[N:19]=[C:18]([C:20]3[CH:25]=[CH:24][N:23]=[C:22]([NH:26][CH:27]4[CH2:32][CH2:31][CH2:30][CH2:29][CH2:28]4)[CH:21]=3)[CH:17]=[C:16]([CH2:33]Br)[CH:15]=2)[CH2:10][CH2:9]1)=[O:7])([CH3:4])([CH3:3])[CH3:2].[N-:35]=[N+:36]=[N-:37].[Na+].C(Cl)Cl, predict the reaction product. (4) Given the reactants B(Br)(Br)Br.C[O:6][C:7]1[C:12]2[CH2:13][C@@H:14]3[C:19]([CH3:21])([CH3:20])[C@:18]([CH3:22])([C:11]=2[CH:10]=[CH:9][CH:8]=1)[CH2:17][CH2:16][N:15]3[C:23]([C:25]1[CH:29]=[CH:28][O:27][C:26]=1[CH3:30])=[O:24].O, predict the reaction product. The product is: [OH:6][C:7]1[C:12]2[CH2:13][C@@H:14]3[C:19]([CH3:21])([CH3:20])[C@:18]([CH3:22])([C:11]=2[CH:10]=[CH:9][CH:8]=1)[CH2:17][CH2:16][N:15]3[C:23]([C:25]1[CH:29]=[CH:28][O:27][C:26]=1[CH3:30])=[O:24]. (5) The product is: [Cl:12][C:13]1[CH:14]=[CH:15][C:16]([O:22][CH2:23][C:24]2[CH:29]=[CH:28][C:27]([Cl:30])=[CH:26][C:25]=2[F:31])=[C:17]([CH2:2][C:3]2[N:8]=[C:7]([C:9]#[N:10])[CH:6]=[CH:5][C:4]=2[CH3:11])[CH:18]=1. Given the reactants Cl[CH2:2][C:3]1[N:8]=[C:7]([C:9]#[N:10])[CH:6]=[CH:5][C:4]=1[CH3:11].[Cl:12][C:13]1[CH:14]=[CH:15][C:16]([O:22][CH2:23][C:24]2[CH:29]=[CH:28][C:27]([Cl:30])=[CH:26][C:25]=2[F:31])=[C:17](B(O)O)[CH:18]=1.C(=O)([O-])[O-].[K+].[K+], predict the reaction product. (6) Given the reactants Cl[C:2]1[C:11]([CH3:12])=[C:10]([Cl:13])[C:9]2[C:4](=[CH:5][C:6]([F:15])=[CH:7][C:8]=2[F:14])[N:3]=1.[Br-].[CH2:17]([Zn+])[CH2:18][C:19]1[CH:24]=[CH:23][CH:22]=[CH:21][CH:20]=1, predict the reaction product. The product is: [Cl:13][C:10]1[C:9]2[C:4](=[CH:5][C:6]([F:15])=[CH:7][C:8]=2[F:14])[N:3]=[C:2]([CH2:17][CH2:18][C:19]2[CH:24]=[CH:23][CH:22]=[CH:21][CH:20]=2)[C:11]=1[CH3:12]. (7) Given the reactants Cl.[CH:2]([N:5]1[C:9]([S:10]([CH3:13])(=[O:12])=[O:11])=[N:8][N:7]=[C:6]1[C:14]1[CH:19]=[C:18]([CH:20]([CH3:22])[CH3:21])[C:17]([O:23]COC)=[CH:16][C:15]=1[O:27]COC)([CH3:4])[CH3:3].C(=O)([O-])O.[Na+], predict the reaction product. The product is: [CH:20]([C:18]1[CH:19]=[C:14]([C:6]2[N:5]([CH:2]([CH3:4])[CH3:3])[C:9]([S:10]([CH3:13])(=[O:12])=[O:11])=[N:8][N:7]=2)[C:15]([OH:27])=[CH:16][C:17]=1[OH:23])([CH3:21])[CH3:22]. (8) Given the reactants [C:1]([C:5]1[CH:29]=[CH:28][C:8]([CH2:9][NH:10][C:11]([NH:13][CH2:14][C:15]2[C:20]([F:21])=[CH:19][CH:18]=[C:17]([NH:22][S:23]([CH3:26])(=[O:25])=[O:24])[C:16]=2[F:27])=S)=[CH:7][CH:6]=1)([CH3:4])([CH3:3])[CH3:2].[N:30]#[C:31][NH2:32].[Pb], predict the reaction product. The product is: [C:31]([N:32]=[C:11]([NH:13][CH2:14][C:15]1[C:20]([F:21])=[CH:19][CH:18]=[C:17]([NH:22][S:23]([CH3:26])(=[O:25])=[O:24])[C:16]=1[F:27])[NH:10][CH2:9][C:8]1[CH:28]=[CH:29][C:5]([C:1]([CH3:4])([CH3:3])[CH3:2])=[CH:6][CH:7]=1)#[N:30].